From a dataset of Forward reaction prediction with 1.9M reactions from USPTO patents (1976-2016). Predict the product of the given reaction. Given the reactants [CH2:1]([C:3]1[CH:8]=[CH:7][C:6]([S:9][CH2:10][CH2:11][NH2:12])=[CH:5][CH:4]=1)[CH3:2].[CH3:13][O:14][C:15](=[O:28])[C:16]1[CH:21]=[C:20]([S:22](Cl)(=[O:24])=[O:23])[CH:19]=[C:18]([CH3:26])[C:17]=1[CH3:27].N1C=CC=CC=1.C(N(CC)CC)C, predict the reaction product. The product is: [CH3:13][O:14][C:15](=[O:28])[C:16]1[CH:21]=[C:20]([S:22](=[O:23])(=[O:24])[NH:12][CH2:11][CH2:10][S:9][C:6]2[CH:7]=[CH:8][C:3]([CH2:1][CH3:2])=[CH:4][CH:5]=2)[CH:19]=[C:18]([CH3:26])[C:17]=1[CH3:27].